This data is from Peptide-MHC class I binding affinity with 185,985 pairs from IEDB/IMGT. The task is: Regression. Given a peptide amino acid sequence and an MHC pseudo amino acid sequence, predict their binding affinity value. This is MHC class I binding data. The peptide sequence is SSRCYSIQ. The MHC is H-2-Kb with pseudo-sequence H-2-Kb. The binding affinity (normalized) is 0.0589.